From a dataset of Reaction yield outcomes from USPTO patents with 853,638 reactions. Predict the reaction yield, written as a fraction of the theoretical maximum amount of product (1.0 means a 100% yield; for example, 0.34 means a 34% yield). (1) The reactants are CC1C=CC(S(O[CH2:12][CH:13]2[CH2:17][C:16]3[C:18]([F:30])=[C:19]([F:29])[CH:20]=[C:21]([C:22]4[CH:27]=[CH:26][CH:25]=[CH:24][C:23]=4[CH3:28])[C:15]=3[O:14]2)(=O)=O)=CC=1.[N-:31]=[N+:32]=[N-:33].[Na+]. No catalyst specified. The product is [F:30][C:18]1[C:16]2[CH2:17][CH:13]([CH2:12][N:31]=[N+:32]=[N-:33])[O:14][C:15]=2[C:21]([C:22]2[CH:27]=[CH:26][CH:25]=[CH:24][C:23]=2[CH3:28])=[CH:20][C:19]=1[F:29]. The yield is 0.900. (2) The reactants are [Br:1][CH2:2][CH2:3][N:4]1[C:8]([CH2:9]O)=[CH:7][C:6]([N+:11]([O-:13])=[O:12])=[N:5]1.P(Br)(Br)[Br:15].C(=O)(O)[O-].[Na+]. The catalyst is C(Cl)(Cl)Cl.ClCCl. The product is [Br:1][CH2:2][CH2:3][N:4]1[C:8]([CH2:9][Br:15])=[CH:7][C:6]([N+:11]([O-:13])=[O:12])=[N:5]1. The yield is 0.670. (3) The reactants are [Cl:1][C:2]1[N:3]=[CH:4][C:5]([NH2:8])=[N:6][CH:7]=1.[Br:9]N1C(=O)CCC1=O. The catalyst is ClCCl. The product is [Br:9][C:4]1[C:5]([NH2:8])=[N:6][CH:7]=[C:2]([Cl:1])[N:3]=1. The yield is 0.620. (4) The reactants are S(=O)(=O)(O)O.[Cl:6][C:7]1[CH:15]=[C:11]([C:12]([OH:14])=[O:13])[C:10]([OH:16])=[CH:9][CH:8]=1.[C:17](OC(=O)C)(=[O:19])[CH3:18]. No catalyst specified. The product is [C:17]([O:16][C:10]1[CH:9]=[CH:8][C:7]([Cl:6])=[CH:15][C:11]=1[C:12]([OH:14])=[O:13])(=[O:19])[CH3:18]. The yield is 0.930. (5) The reactants are [NH2:1][C:2]1[CH:7]=[CH:6][CH:5]=[CH:4][C:3]=1[SH:8].[OH:9][C:10]1[CH:18]=[CH:17][C:13]([C:14](O)=O)=[CH:12][C:11]=1[O:19][CH3:20].[OH-].[K+]. No catalyst specified. The product is [S:8]1[C:3]2[CH:4]=[CH:5][CH:6]=[CH:7][C:2]=2[N:1]=[C:14]1[C:13]1[CH:17]=[CH:18][C:10]([OH:9])=[C:11]([O:19][CH3:20])[CH:12]=1. The yield is 0.0300. (6) No catalyst specified. The reactants are C(OC([N:8]1[CH2:12][C:11]([F:14])([F:13])[CH2:10][C@H:9]1[C:15](O)=[O:16])=O)(C)(C)C.[OH2:18].[OH:18]N1[C:23]2[CH:28]=[CH:27][CH:27]=[CH:28][C:23]=2N=N1.CCN=C=NCCCN(C)C.Cl.[NH3:41].[CH2:42](Cl)Cl.CN([CH:48]=[O:49])C. The yield is 0.950. The product is [C:28]([O:18][C:48]([NH:41][C:15]([C@@H:9]1[CH2:10][C:11]([F:14])([F:13])[CH2:12][NH:8]1)=[O:16])=[O:49])([CH3:27])([CH3:23])[CH3:42].